From a dataset of Full USPTO retrosynthesis dataset with 1.9M reactions from patents (1976-2016). Predict the reactants needed to synthesize the given product. (1) The reactants are: [N+:1]([C:4]1[CH:5]=[C:6]([NH:13][C:14](=[O:26])[C:15]2[CH:20]=[CH:19][C:18]([N:21]3[CH2:25][CH2:24][CH2:23][CH2:22]3)=[CH:17][CH:16]=2)[CH:7]=[CH:8][C:9]=1[N+:10]([O-])=O)([O-])=O.[CH3:27][C:28]1[C:32]([NH:33][C:34]([C:36]2[CH:43]=[CH:42][C:39]([CH:40]=O)=[CH:38][CH:37]=2)=[O:35])=[CH:31][NH:30][N:29]=1. Given the product [CH3:27][C:28]1[C:32]([NH:33][C:34](=[O:35])[C:36]2[CH:43]=[CH:42][C:39]([C:40]3[NH:10][C:9]4[CH:8]=[CH:7][C:6]([NH:13][C:14](=[O:26])[C:15]5[CH:20]=[CH:19][C:18]([N:21]6[CH2:25][CH2:24][CH2:23][CH2:22]6)=[CH:17][CH:16]=5)=[CH:5][C:4]=4[N:1]=3)=[CH:38][CH:37]=2)=[CH:31][NH:30][N:29]=1, predict the reactants needed to synthesize it. (2) Given the product [O:2]1[C:6]2[CH:7]=[CH:8][CH:9]=[C:10]([CH:11]3[CH2:16][CH2:15][N:14]([CH2:17][CH2:18][C@H:19]4[CH2:20][CH2:21][C@H:22]([NH:25][C:31]([C:28]5([C:27]([F:35])([F:34])[F:26])[CH2:30][CH2:29]5)=[O:32])[CH2:23][CH2:24]4)[CH2:13][CH2:12]3)[C:5]=2[O:4][CH2:3]1, predict the reactants needed to synthesize it. The reactants are: Cl.[O:2]1[C:6]2[CH:7]=[CH:8][CH:9]=[C:10]([CH:11]3[CH2:16][CH2:15][N:14]([CH2:17][CH2:18][C@H:19]4[CH2:24][CH2:23][C@H:22]([NH2:25])[CH2:21][CH2:20]4)[CH2:13][CH2:12]3)[C:5]=2[O:4][CH2:3]1.[F:26][C:27]([F:35])([F:34])[C:28]1([C:31](O)=[O:32])[CH2:30][CH2:29]1. (3) Given the product [Cl:8][C:5]1[N:6]=[CH:7][C:2]([OH:16])=[CH:3][C:4]=1[F:9], predict the reactants needed to synthesize it. The reactants are: Br[C:2]1[CH:3]=[C:4]([F:9])[C:5]([Cl:8])=[N:6][CH:7]=1.C([Li])CCC.B(OC)(OC)[O:16]C.[OH-].[Na+].OO.S([O-])([O-])(=O)=S.[Na+].[Na+].Cl. (4) Given the product [CH3:15][O:16][C:2]1[C:7]([CH2:8][C:9]([O:11][CH3:12])=[O:10])=[CH:6][N:5]=[CH:4][N:3]=1, predict the reactants needed to synthesize it. The reactants are: Cl[C:2]1[C:7]([CH2:8][C:9]([O:11][CH2:12]C)=[O:10])=[CH:6][N:5]=[CH:4][N:3]=1.[Na].[CH3:15][OH:16]. (5) Given the product [Cl:24][C:25]1[CH:30]=[C:29]([Cl:31])[CH:28]=[CH:27][C:26]=1[C:32]1[C:33]2[C@@H:34]3[CH2:54][CH2:53][NH:52][CH2:51][CH2:50][C@@H:35]3[N:36]([CH2:41][CH2:42][O:43][C:44]3[CH:49]=[CH:48][CH:47]=[CH:46][CH:45]=3)[C:37]=2[CH:38]=[CH:39][CH:40]=1, predict the reactants needed to synthesize it. The reactants are: Cl.Cl.ClC1C=CC(C2C3C4CCNCCC4NC=3C=CC=2)=CC=1.[Cl:24][C:25]1[CH:30]=[C:29]([Cl:31])[CH:28]=[CH:27][C:26]=1[C:32]1[C:33]2[C:34]3[CH2:54][CH2:53][NH:52][CH2:51][CH2:50][C:35]=3[N:36]([CH2:41][CH2:42][O:43][C:44]3[CH:49]=[CH:48][CH:47]=[CH:46][CH:45]=3)[C:37]=2[CH:38]=[CH:39][CH:40]=1.